Dataset: Rat liver microsome stability data. Task: Regression/Classification. Given a drug SMILES string, predict its absorption, distribution, metabolism, or excretion properties. Task type varies by dataset: regression for continuous measurements (e.g., permeability, clearance, half-life) or binary classification for categorical outcomes (e.g., BBB penetration, CYP inhibition). Dataset: rlm. (1) The molecule is Nc1ccc(C2CCCCC2)nc1C(=O)Nc1cnccc1[C@@H]1CCC[C@H](N)C1. The result is 1 (stable in rat liver microsomes). (2) The result is 1 (stable in rat liver microsomes). The drug is CCN(CC)CC1(c2ccc(Cl)c(Cl)c2)CCCCC1. (3) The compound is [2H][C@]1(c2c(F)ccc(Cl)c2F)CCN([C@H]2CC=CCCC(=O)Nc3cc(NC(=O)OC)ccc3-c3[nH]c2nc3Cl)C(=O)O1. The result is 0 (unstable in rat liver microsomes). (4) The compound is NCC1(c2ccc3ccccc3c2)CCCCC1. The result is 1 (stable in rat liver microsomes).